This data is from Reaction yield outcomes from USPTO patents with 853,638 reactions. The task is: Predict the reaction yield, written as a fraction of the theoretical maximum amount of product (1.0 means a 100% yield; for example, 0.34 means a 34% yield). (1) The catalyst is O.[I-].[K+]. The reactants are [Br:1][C:2]1[CH:3]=[C:4]([CH:7]=[CH:8][C:9]=1[OH:10])[C:5]#[N:6].CS(C)=O.C(=O)([O-])[O-].[K+].[K+].Br[CH2:22][CH2:23][F:24]. The yield is 0.920. The product is [Br:1][C:2]1[CH:3]=[C:4]([CH:7]=[CH:8][C:9]=1[O:10][CH2:22][CH2:23][F:24])[C:5]#[N:6]. (2) The reactants are [F:1][C:2]([F:17])([F:16])[C:3]([OH:15])([C:11]([F:14])([F:13])[F:12])[CH2:4]/[CH:5]=[CH:6]/[C:7]([O:9][CH3:10])=[O:8]. The catalyst is [Pd].C(OCC)(=O)C. The product is [F:1][C:2]([F:16])([F:17])[C:3]([OH:15])([C:11]([F:13])([F:14])[F:12])[CH2:4][CH2:5][CH2:6][C:7]([O:9][CH3:10])=[O:8]. The yield is 0.910. (3) The reactants are [C:1](O)(=[O:11])[C:2]1[CH:10]=[CH:9][C:5]([C:6]([NH2:8])=[O:7])=[CH:4][CH:3]=1.[NH:13]1[CH2:18][CH2:17][CH2:16][C@@H:15]2[C:19]3[CH:20]=[CH:21][CH:22]=[CH:23][C:24]=3[CH2:25][C@H:14]12. No catalyst specified. The product is [N:13]1([C:1]([C:2]2[CH:10]=[CH:9][C:5]([C:6]([NH2:8])=[O:7])=[CH:4][CH:3]=2)=[O:11])[CH2:18][CH2:17][CH2:16][C@@H:15]2[C:19]3[CH:20]=[CH:21][CH:22]=[CH:23][C:24]=3[CH2:25][C@H:14]12. The yield is 0.500. (4) The reactants are Cl[C:2]1[N:11]=[C:10]2[C:5]([C:6](=[O:18])[C:7]([C:15]([OH:17])=[O:16])=[CH:8][N:9]2[CH:12]2[CH2:14][CH2:13]2)=[CH:4][C:3]=1[F:19].[N:20]1([CH2:26][CH2:27][NH2:28])[CH2:25][CH2:24][NH:23][CH2:22][CH2:21]1. No catalyst specified. The product is [NH2:28][CH2:27][CH2:26][N:20]1[CH2:25][CH2:24][N:23]([C:2]2[N:11]=[C:10]3[C:5]([C:6](=[O:18])[C:7]([C:15]([OH:17])=[O:16])=[CH:8][N:9]3[CH:12]3[CH2:14][CH2:13]3)=[CH:4][C:3]=2[F:19])[CH2:22][CH2:21]1. The yield is 1.00. (5) The reactants are Cl[C:2]1[C:11]2[C:6](=[CH:7][C:8]([O:14][CH3:15])=[C:9]([O:12][CH3:13])[CH:10]=2)[N:5]=[CH:4][CH:3]=1.[CH3:16][C:17]([C:19]1[CH:24]=[C:23]([F:25])[CH:22]=[CH:21][C:20]=1[OH:26])=[O:18]. The catalyst is CN(C)C1C=CN=CC=1.ClC1C=CC=CC=1Cl. The product is [CH3:13][O:12][C:9]1[CH:10]=[C:11]2[C:6](=[CH:7][C:8]=1[O:14][CH3:15])[N:5]=[CH:4][CH:3]=[C:2]2[O:26][C:20]1[CH:21]=[CH:22][C:23]([F:25])=[CH:24][C:19]=1[C:17](=[O:18])[CH3:16]. The yield is 0.720. (6) The reactants are [Br:1][C:2]1[C:11]([CH:12]([O:18][C:19]([CH3:22])([CH3:21])[CH3:20])[C:13]([O:15][CH2:16][CH3:17])=[O:14])=[C:10]([CH3:23])[CH:9]=[C:8]2[C:3]=1[CH:4]=[CH:5][C:6]([CH3:25])=[N+:7]2[O-].C(OC(=O)C)(=[O:28])C.CO. The catalyst is C(O)(=O)C. The product is [Br:1][C:2]1[C:11]([C@H:12]([O:18][C:19]([CH3:22])([CH3:21])[CH3:20])[C:13]([O:15][CH2:16][CH3:17])=[O:14])=[C:10]([CH3:23])[CH:9]=[C:8]2[C:3]=1[CH:4]=[CH:5][C:6]([CH2:25][OH:28])=[N:7]2. The yield is 0.740. (7) The yield is 0.235. The reactants are [F:1][C:2]1[C:7]([CH2:8][OH:9])=[CH:6][CH:5]=[C:4]([NH:10][CH2:11][C:12]2[CH:13]=[N:14][C:15]([C:18]([F:21])([F:20])[F:19])=[CH:16][CH:17]=2)[N:3]=1.CC(OI1(OC(C)=O)(OC(C)=O)OC(=O)C2C=CC=CC1=2)=O.S([O-])([O-])(=O)=S.[Na+].[Na+].C(=O)([O-])[O-].[K+].[K+]. The product is [F:1][C:2]1[C:7]([CH:8]=[O:9])=[CH:6][CH:5]=[C:4]([NH:10][CH2:11][C:12]2[CH:13]=[N:14][C:15]([C:18]([F:21])([F:19])[F:20])=[CH:16][CH:17]=2)[N:3]=1. The catalyst is ClCCl. (8) The reactants are [OH:1][CH2:2][C:3]1[O:7][N:6]=[C:5]([C:8]2[CH:13]=[CH:12][CH:11]=[CH:10][N:9]=2)[C:4]=1[CH2:14][O:15][C:16]1[CH:24]=[CH:23][C:19]([C:20]([OH:22])=O)=[CH:18][N:17]=1.[NH:25]1[CH2:30][CH2:29][O:28][CH2:27][CH2:26]1. No catalyst specified. The product is [OH:1][CH2:2][C:3]1[O:7][N:6]=[C:5]([C:8]2[CH:13]=[CH:12][CH:11]=[CH:10][N:9]=2)[C:4]=1[CH2:14][O:15][C:16]1[N:17]=[CH:18][C:19]([C:20]([N:25]2[CH2:30][CH2:29][O:28][CH2:27][CH2:26]2)=[O:22])=[CH:23][CH:24]=1. The yield is 0.690. (9) The reactants are [CH3:1][O:2][CH2:3][CH2:4][OH:5].[H-].[Na+].[Cl:8][C:9]1[CH:10]=[C:11]([NH:16][C:17]2[C:26]3[C:21](=[CH:22][C:23](F)=[C:24]([N+:27]([O-:29])=[O:28])[CH:25]=3)[N:20]=[CH:19][N:18]=2)[CH:12]=[CH:13][C:14]=1[F:15].O. The catalyst is CS(C)=O. The product is [Cl:8][C:9]1[CH:10]=[C:11]([NH:16][C:17]2[C:26]3[C:21](=[CH:22][C:23]([O:5][CH2:4][CH2:3][O:2][CH3:1])=[C:24]([N+:27]([O-:29])=[O:28])[CH:25]=3)[N:20]=[CH:19][N:18]=2)[CH:12]=[CH:13][C:14]=1[F:15]. The yield is 1.00.